Dataset: Forward reaction prediction with 1.9M reactions from USPTO patents (1976-2016). Task: Predict the product of the given reaction. (1) The product is: [F:14][C:15]([F:28])([F:27])[S:16]([O:10][C:5]1[C:6]([CH:7]=[O:8])=[CH:9][C:2]([Cl:1])=[CH:3][C:4]=1[O:11][CH2:12][CH3:13])(=[O:18])=[O:17]. Given the reactants [Cl:1][C:2]1[CH:3]=[C:4]([O:11][CH2:12][CH3:13])[C:5]([OH:10])=[C:6]([CH:9]=1)[CH:7]=[O:8].[F:14][C:15]([F:28])([F:27])[S:16](O[S:16]([C:15]([F:28])([F:27])[F:14])(=[O:18])=[O:17])(=[O:18])=[O:17], predict the reaction product. (2) Given the reactants [CH2:1]([N:3]([CH2:30][CH3:31])[CH2:4][CH2:5][O:6][C:7]1[CH:8]=[C:9](NC2N=CC(C3C=CC(OC)=CC=3)=CN=2)[CH:10]=[CH:11][C:12]=1OC)[CH3:2].COC1C=CC([NH:40][C:41]2[N:46]=[CH:45][C:44]([C:47]3[CH:52]=[CH:51][C:50]([O:53][CH3:54])=[CH:49][CH:48]=3)=[CH:43][N:42]=2)=CC=1O.[C:56]([O-])([O-])=[O:57].[Cs+].[Cs+].ClCCN(CC)CC, predict the reaction product. The product is: [CH2:30]([N:3]([CH2:4][CH2:5][O:6][C:7]1[CH:8]=[C:9]([O:57][CH3:56])[CH:10]=[CH:11][C:12]=1[N:42]1[CH:43]=[C:44]([C:47]2[CH:48]=[CH:49][C:50]([O:53][CH3:54])=[CH:51][CH:52]=2)[CH:45]=[N:46][CH:41]1[NH2:40])[CH2:1][CH3:2])[CH3:31]. (3) Given the reactants [Cl:1][C:2]1[N:7]=[C:6](Cl)[C:5]([N+:9]([O-:11])=[O:10])=[CH:4][N:3]=1.[CH:12]1([NH:18][C@@H:19]([C:21]([O:23][CH3:24])=[O:22])[CH3:20])[CH2:17][CH2:16][CH2:15][CH2:14][CH2:13]1.C(=O)([O-])[O-].[K+].[K+], predict the reaction product. The product is: [Cl:1][C:2]1[N:7]=[C:6]([N:18]([CH:12]2[CH2:17][CH2:16][CH2:15][CH2:14][CH2:13]2)[C@@H:19]([C:21]([O:23][CH3:24])=[O:22])[CH3:20])[C:5]([N+:9]([O-:11])=[O:10])=[CH:4][N:3]=1. (4) Given the reactants Cl[C:2]1[CH:3]=[CH:4][C:5]2[N:6]([C:8]([C:11]([F:14])([F:13])[F:12])=[N:9][N:10]=2)[N:7]=1.[NH:15]1[CH2:20][CH2:19][CH:18]([CH2:21][OH:22])[CH2:17][CH2:16]1.CCN(C(C)C)C(C)C, predict the reaction product. The product is: [F:12][C:11]([F:14])([F:13])[C:8]1[N:6]2[N:7]=[C:2]([N:15]3[CH2:20][CH2:19][CH:18]([CH2:21][OH:22])[CH2:17][CH2:16]3)[CH:3]=[CH:4][C:5]2=[N:10][N:9]=1. (5) Given the reactants [CH:1]1([C:4]2[C:5]([NH2:10])=[N:6][CH:7]=[CH:8][CH:9]=2)[CH2:3][CH2:2]1.[Br:11]N1C(=O)CCC1=O, predict the reaction product. The product is: [Br:11][C:8]1[CH:9]=[C:4]([CH:1]2[CH2:3][CH2:2]2)[C:5]([NH2:10])=[N:6][CH:7]=1. (6) The product is: [F:35][CH:2]([F:1])[O:3][C:4]1[CH:5]=[C:6]([CH:22]2[CH2:27][CH2:26][NH:25][CH2:24][CH2:23]2)[CH:7]=[CH:8][C:9]=1[N:10]([CH3:21])[C:11]1[N:16]=[CH:15][C:14]2[N:17]=[CH:18][N:19]([CH3:20])[C:13]=2[CH:12]=1. Given the reactants [F:1][CH:2]([F:35])[O:3][C:4]1[CH:5]=[C:6]([CH:22]2[CH2:27][CH2:26][N:25](C(OC(C)(C)C)=O)[CH2:24][CH2:23]2)[CH:7]=[CH:8][C:9]=1[N:10]([CH3:21])[C:11]1[N:16]=[CH:15][C:14]2[N:17]=[CH:18][N:19]([CH3:20])[C:13]=2[CH:12]=1.FC(F)(F)C(O)=O, predict the reaction product. (7) The product is: [C:1]([C:5]1[CH:30]=[C:8]2[N:9]=[C:10]([CH3:29])[C:11]([CH:21]([CH2:26][CH2:27][CH3:28])[C:22]([OH:24])=[O:23])=[C:12]([C:13]3[CH:18]=[CH:17][C:16]([CH3:19])=[CH:15][C:14]=3[CH3:20])[N:7]2[N:6]=1)([CH3:3])([CH3:4])[CH3:2]. Given the reactants [C:1]([C:5]1[CH:30]=[C:8]2[N:9]=[C:10]([CH3:29])[C:11]([CH:21]([CH2:26][CH2:27][CH3:28])[C:22]([O:24]C)=[O:23])=[C:12]([C:13]3[CH:18]=[CH:17][C:16]([CH3:19])=[CH:15][C:14]=3[CH3:20])[N:7]2[N:6]=1)([CH3:4])([CH3:3])[CH3:2].[OH-].[Na+], predict the reaction product. (8) Given the reactants [Br:1][C:2]1[CH:7]=[CH:6][C:5]([OH:8])=[CH:4][CH:3]=1.[CH:9]1(Br)[CH2:13][CH2:12][CH2:11][CH2:10]1.[OH-].[Na+].CN(C=O)C, predict the reaction product. The product is: [Br:1][C:2]1[CH:7]=[CH:6][C:5]([O:8][CH:9]2[CH2:13][CH2:12][CH2:11][CH2:10]2)=[CH:4][CH:3]=1. (9) Given the reactants [OH:1][CH2:2][C:3](=[O:6])[CH2:4][OH:5].[CH:7](OC)(OC)[O:8]C.O.[C:15]1(C)C=CC(S(O)(=O)=O)=CC=1.C(=O)([O-])[O-].[Na+].[Na+], predict the reaction product. The product is: [CH3:15][O:6][C:3]([O:8][CH3:7])([CH2:4][OH:5])[CH2:2][OH:1]. (10) Given the reactants [NH2:1][N:2]1[C:11](=[O:12])[C:10]2[C:5](=[C:6]([CH3:15])[C:7](F)=[C:8]([F:13])[CH:9]=2)[N:4]([CH:16]2[CH2:18][CH2:17]2)[C:3]1=[O:19].[OH:20][CH:21]1[CH2:24][NH:23][CH2:22]1.CN(C)C(N(C)C)=N, predict the reaction product. The product is: [NH2:1][N:2]1[C:11](=[O:12])[C:10]2[C:5](=[C:6]([CH3:15])[C:7]([N:23]3[CH2:24][CH:21]([OH:20])[CH2:22]3)=[C:8]([F:13])[CH:9]=2)[N:4]([CH:16]2[CH2:18][CH2:17]2)[C:3]1=[O:19].